From a dataset of Full USPTO retrosynthesis dataset with 1.9M reactions from patents (1976-2016). Predict the reactants needed to synthesize the given product. Given the product [CH3:28][C:26]1[CH:25]=[C:22]([CH:21]=[C:20]([C:36]#[C:35][C:33]2[N:34]=[C:30]([CH3:29])[S:31][CH:32]=2)[CH:27]=1)[C:23]#[N:24], predict the reactants needed to synthesize it. The reactants are: [F-].C([N+](CCCC)(CCCC)CCCC)CCC.Br[C:20]1[CH:21]=[C:22]([CH:25]=[C:26]([CH3:28])[CH:27]=1)[C:23]#[N:24].[CH3:29][C:30]1[S:31][CH:32]=[C:33]([C:35]#[C:36][Si](C)(C)C)[N:34]=1.C(N(CC)CC)C.